Dataset: Full USPTO retrosynthesis dataset with 1.9M reactions from patents (1976-2016). Task: Predict the reactants needed to synthesize the given product. (1) The reactants are: [N:1]1[N:5]2[C:9](=[O:10])[C:4]3[N:5]([N:1]=[CH:2][CH:3]=3)[C:9](=[O:10])[C:4]2=[CH:3][CH:2]=1.[NH2:15][C:16]1[C:21]([CH3:22])=[CH:20][CH:19]=[CH:18][N:17]=1. Given the product [CH3:22][C:21]1[C:16]([NH:15][C:9]([C:4]2[CH:3]=[CH:2][NH:1][N:5]=2)=[O:10])=[N:17][CH:18]=[CH:19][CH:20]=1, predict the reactants needed to synthesize it. (2) Given the product [F:20][C:19]1[CH:18]=[CH:17][C:4]([CH2:5][C:6]2[C:15]3[C:10](=[CH:11][CH:12]=[CH:13][CH:14]=3)[C:9](=[O:16])[NH:8][N:7]=2)=[CH:3][C:2]=1[C:31]1[O:32][C:28]([CH:26]=[O:27])=[CH:29][CH:30]=1, predict the reactants needed to synthesize it. The reactants are: Br[C:2]1[CH:3]=[C:4]([CH:17]=[CH:18][C:19]=1[F:20])[CH2:5][C:6]1[C:15]2[C:10](=[CH:11][CH:12]=[CH:13][CH:14]=2)[C:9](=[O:16])[NH:8][N:7]=1.CN(C=O)C.[CH:26]([C:28]1[O:32][C:31](B(O)O)=[CH:30][CH:29]=1)=[O:27].P([O-])([O-])([O-])=O.[K+].[K+].[K+]. (3) Given the product [CH:25]1([C:28]2[N:29]=[C:30]([C:34]3[NH:21][C:19]4=[N:20][C:15]([N:11]5[CH2:12][CH2:13][CH2:14][CH:9]([C:3]6[N:4]7[CH2:8][CH2:7][CH2:6][C:5]7=[N:1][N:2]=6)[CH2:10]5)=[CH:16][CH:17]=[C:18]4[N:22]=3)[CH:31]=[CH:32][CH:33]=2)[CH2:27][CH2:26]1, predict the reactants needed to synthesize it. The reactants are: [N:1]1[N:2]=[C:3]([CH:9]2[CH2:14][CH2:13][CH2:12][N:11]([C:15]3[N:20]=[C:19]([NH2:21])[C:18]([N+:22]([O-])=O)=[CH:17][CH:16]=3)[CH2:10]2)[N:4]2[CH2:8][CH2:7][CH2:6][C:5]=12.[CH:25]1([C:28]2[CH:33]=[CH:32][CH:31]=[C:30]([CH:34]=O)[N:29]=2)[CH2:27][CH2:26]1.S(S([O-])=O)([O-])=O.[Na+].[Na+].C(O)C.